Dataset: NCI-60 drug combinations with 297,098 pairs across 59 cell lines. Task: Regression. Given two drug SMILES strings and cell line genomic features, predict the synergy score measuring deviation from expected non-interaction effect. (1) Drug 1: C1=CC(=C2C(=C1NCCNCCO)C(=O)C3=C(C=CC(=C3C2=O)O)O)NCCNCCO. Drug 2: CC1C(C(=O)NC(C(=O)N2CCCC2C(=O)N(CC(=O)N(C(C(=O)O1)C(C)C)C)C)C(C)C)NC(=O)C3=C4C(=C(C=C3)C)OC5=C(C(=O)C(=C(C5=N4)C(=O)NC6C(OC(=O)C(N(C(=O)CN(C(=O)C7CCCN7C(=O)C(NC6=O)C(C)C)C)C)C(C)C)C)N)C. Cell line: OVCAR-4. Synergy scores: CSS=23.3, Synergy_ZIP=0.669, Synergy_Bliss=6.62, Synergy_Loewe=6.22, Synergy_HSA=6.20. (2) Drug 1: C1=NC2=C(N=C(N=C2N1C3C(C(C(O3)CO)O)F)Cl)N. Drug 2: COCCOC1=C(C=C2C(=C1)C(=NC=N2)NC3=CC=CC(=C3)C#C)OCCOC.Cl. Cell line: UACC-257. Synergy scores: CSS=2.07, Synergy_ZIP=-1.39, Synergy_Bliss=-1.30, Synergy_Loewe=-6.11, Synergy_HSA=-1.12. (3) Drug 1: CC1OCC2C(O1)C(C(C(O2)OC3C4COC(=O)C4C(C5=CC6=C(C=C35)OCO6)C7=CC(=C(C(=C7)OC)O)OC)O)O. Drug 2: C(CC(=O)O)C(=O)CN.Cl. Cell line: OVCAR-5. Synergy scores: CSS=19.9, Synergy_ZIP=-5.20, Synergy_Bliss=1.34, Synergy_Loewe=2.65, Synergy_HSA=3.62. (4) Drug 1: C1CCC(CC1)NC(=O)N(CCCl)N=O. Drug 2: CC1=CC2C(CCC3(C2CCC3(C(=O)C)OC(=O)C)C)C4(C1=CC(=O)CC4)C. Cell line: NCIH23. Synergy scores: CSS=2.57, Synergy_ZIP=-3.67, Synergy_Bliss=0.662, Synergy_Loewe=-13.9, Synergy_HSA=-1.59.